Task: Predict the product of the given reaction.. Dataset: Forward reaction prediction with 1.9M reactions from USPTO patents (1976-2016) (1) Given the reactants CN(C)C(=O)C.Br[C:8]1[CH:20]=[CH:19][C:11]([C:12]([O:14][C:15]([CH3:18])([CH3:17])[CH3:16])=[O:13])=[C:10]([N+:21]([O-:23])=[O:22])[CH:9]=1.[CH:24]([C:26]1[CH:27]=[C:28]([O:32][CH3:33])[CH:29]=[CH:30][CH:31]=1)=[CH2:25].C(N(CC)CC)C, predict the reaction product. The product is: [CH3:33][O:32][C:28]1[CH:27]=[C:26](/[CH:24]=[CH:25]/[C:8]2[CH:20]=[CH:19][C:11]([C:12]([O:14][C:15]([CH3:18])([CH3:17])[CH3:16])=[O:13])=[C:10]([N+:21]([O-:23])=[O:22])[CH:9]=2)[CH:31]=[CH:30][CH:29]=1. (2) The product is: [CH2:1]([C:3]1[CH:8]=[CH:7][C:6]([CH:9]2[CH2:10][CH:11]([C:23]3[O:25][N:36]=[C:33]([C:30]4[CH:31]=[CH:32][C:27]([F:26])=[CH:28][CH:29]=4)[N:34]=3)[CH2:12][N:13]([C:15]([N:17]3[CH2:22][CH2:21][O:20][CH2:19][CH2:18]3)=[O:16])[CH2:14]2)=[CH:5][CH:4]=1)[CH3:2]. Given the reactants [CH2:1]([C:3]1[CH:8]=[CH:7][C:6]([CH:9]2[CH2:14][N:13]([C:15]([N:17]3[CH2:22][CH2:21][O:20][CH2:19][CH2:18]3)=[O:16])[CH2:12][CH:11]([C:23]([OH:25])=O)[CH2:10]2)=[CH:5][CH:4]=1)[CH3:2].[F:26][C:27]1[CH:32]=[CH:31][C:30]([C:33](=[NH:36])[NH:34]O)=[CH:29][CH:28]=1, predict the reaction product.